This data is from Full USPTO retrosynthesis dataset with 1.9M reactions from patents (1976-2016). The task is: Predict the reactants needed to synthesize the given product. (1) Given the product [CH3:1][O:2][C:3]1[C:11]2[O:10][CH:9]([CH3:12])[CH2:8][C:7]=2[C:6]([CH3:13])=[C:5]([N:14]2[CH2:19][CH2:18][N:17]([C:22]3[CH:27]=[CH:26][C:25]([C:28]([F:31])([F:30])[F:29])=[CH:24][CH:23]=3)[CH2:16][CH2:15]2)[C:4]=1[CH3:20], predict the reactants needed to synthesize it. The reactants are: [CH3:1][O:2][C:3]1[C:11]2[O:10][CH:9]([CH3:12])[CH2:8][C:7]=2[C:6]([CH3:13])=[C:5]([N:14]2[CH2:19][CH2:18][NH:17][CH2:16][CH2:15]2)[C:4]=1[CH3:20].Br[C:22]1[CH:27]=[CH:26][C:25]([C:28]([F:31])([F:30])[F:29])=[CH:24][CH:23]=1. (2) Given the product [CH3:1][O:2][C:3]1[C:4]([NH:27][C:30]2[CH:35]=[CH:34][N:33]=[CH:32][CH:31]=2)=[N:5][C:6]([C:9]2[C:17]3[C:12](=[CH:13][CH:14]=[CH:15][CH:16]=3)[N:11]([CH2:18][C:19]3[CH:20]=[CH:21][C:22]([O:25][CH3:26])=[CH:23][CH:24]=3)[N:10]=2)=[N:7][CH:8]=1, predict the reactants needed to synthesize it. The reactants are: [CH3:1][O:2][C:3]1[C:4]([NH2:27])=[N:5][C:6]([C:9]2[C:17]3[C:12](=[CH:13][CH:14]=[CH:15][CH:16]=3)[N:11]([CH2:18][C:19]3[CH:24]=[CH:23][C:22]([O:25][CH3:26])=[CH:21][CH:20]=3)[N:10]=2)=[N:7][CH:8]=1.Cl.Br[C:30]1[CH:35]=[CH:34][N:33]=[CH:32][CH:31]=1.CC1(C)C2C=CC=C(P(C3C=CC=CC=3)C3C=CC=CC=3)C=2OC2C1=CC=CC=2P(C1C=CC=CC=1)C1C=CC=CC=1.C(=O)([O-])[O-].[Cs+].[Cs+]. (3) The reactants are: C(C1C(C)=C(Cl)C=C(C(C)C)C=1O)C=C.ClC1C=C(C=CC=1)C(OO)=O.C(=O)([O-])[O-].[K+].[K+].[Cl:33][C:34]1[CH:35]=[C:36]([CH:46]([CH3:48])[CH3:47])[C:37]2[O:41][CH:40]([CH2:42][OH:43])[CH2:39][C:38]=2[C:44]=1[CH3:45].[C:49]1([CH3:59])[CH:54]=[CH:53][C:52]([S:55](Cl)(=[O:57])=[O:56])=[CH:51][CH:50]=1. Given the product [CH3:59][C:49]1[CH:54]=[CH:53][C:52]([S:55]([O:43][CH2:42][CH:40]2[CH2:39][C:38]3[C:44]([CH3:45])=[C:34]([Cl:33])[CH:35]=[C:36]([CH:46]([CH3:48])[CH3:47])[C:37]=3[O:41]2)(=[O:57])=[O:56])=[CH:51][CH:50]=1, predict the reactants needed to synthesize it. (4) Given the product [F:26][C:24]1[CH:25]=[C:20]([C:18]#[C:17][CH:16]=[C:13]2[CH2:14][CH2:15][N:10]([C:5]3[C:4]([N+:1]([O-:3])=[O:2])=[CH:9][CH:8]=[CH:7][N:6]=3)[CH2:11][CH2:12]2)[CH:21]=[C:22]([F:29])[C:23]=1[O:27][CH3:28], predict the reactants needed to synthesize it. The reactants are: [N+:1]([C:4]1[C:5]([N:10]2[CH2:15][CH2:14][C:13](=[CH:16][C:17]#[CH:18])[CH2:12][CH2:11]2)=[N:6][CH:7]=[CH:8][CH:9]=1)([O-:3])=[O:2].Br[C:20]1[CH:25]=[C:24]([F:26])[C:23]([O:27][CH3:28])=[C:22]([F:29])[CH:21]=1. (5) Given the product [Cl:19][C:20]1[CH:25]=[CH:24][CH:23]=[CH:22][C:21]=1[C:2]1[CH:18]=[CH:17][C:5]([O:6][CH:7]([CH3:16])[CH2:8][NH:9][S:10]([CH:13]([CH3:15])[CH3:14])(=[O:12])=[O:11])=[CH:4][CH:3]=1, predict the reactants needed to synthesize it. The reactants are: Br[C:2]1[CH:18]=[CH:17][C:5]([O:6][CH:7]([CH3:16])[CH2:8][NH:9][S:10]([CH:13]([CH3:15])[CH3:14])(=[O:12])=[O:11])=[CH:4][CH:3]=1.[Cl:19][C:20]1[CH:25]=[CH:24][CH:23]=[CH:22][C:21]=1B(O)O.C(=O)([O-])[O-].[Na+].[Na+]. (6) The reactants are: FC(F)(F)C([O-])=O.FC1C=CC(CC2N3C=C(C)C=C3C(=O)NC=2)=CC=1C(N1CCC[NH2+]CC1)=O.[F:36][C:37]1[CH:45]=[CH:44][C:43]([CH2:46][C:47]2[N:52]3[CH:53]=[C:54]([CH3:56])[CH:55]=[C:51]3[C:50](=[O:57])[NH:49][CH:48]=2)=[CH:42][C:38]=1[C:39]([OH:41])=[O:40].[Cl:58]N1C(=O)CCC1=O. Given the product [Cl:58][C:53]1[N:52]2[C:47]([CH2:46][C:43]3[CH:44]=[CH:45][C:37]([F:36])=[C:38]([CH:42]=3)[C:39]([OH:41])=[O:40])=[CH:48][NH:49][C:50](=[O:57])[C:51]2=[CH:55][C:54]=1[CH3:56], predict the reactants needed to synthesize it. (7) Given the product [N:12]1([C:7]([CH:2]2[CH2:3][CH2:4][CH2:5][CH2:6][CH:1]2[C:10]([OH:9])=[O:11])=[O:8])[CH2:17][CH2:16][O:15][CH2:14][CH2:13]1, predict the reactants needed to synthesize it. The reactants are: [C@@H:1]12[C:10](=[O:11])[O:9][C:7](=[O:8])[C@@H:2]1[CH2:3][CH2:4][CH2:5][CH2:6]2.[NH:12]1[CH2:17][CH2:16][O:15][CH2:14][CH2:13]1.